From a dataset of Reaction yield outcomes from USPTO patents with 853,638 reactions. Predict the reaction yield, written as a fraction of the theoretical maximum amount of product (1.0 means a 100% yield; for example, 0.34 means a 34% yield). (1) The reactants are [I:1]I.[N+:3]([C:6]1[CH:7]=[C:8]([CH:12]=[CH:13][CH:14]=1)[C:9]([OH:11])=[O:10])([O-:5])=[O:4]. The catalyst is S(=O)(=O)(O)O. The product is [I:1][C:13]1[CH:12]=[C:8]([CH:7]=[C:6]([N+:3]([O-:5])=[O:4])[CH:14]=1)[C:9]([OH:11])=[O:10]. The yield is 0.980. (2) The reactants are Cl.Cl.[C:3]([C:7]1[CH:12]=[CH:11][CH:10]=[CH:9][C:8]=1[N:13]1[CH2:18][CH2:17][NH:16][CH2:15][CH2:14]1)([CH3:6])([CH3:5])[CH3:4].C(N(CC)CC)C.[C:26](Cl)(=[O:28])[CH3:27].C(=O)([O-])O.[Na+]. The catalyst is C1COCC1. The product is [C:26]([N:16]1[CH2:17][CH2:18][N:13]([C:8]2[CH:9]=[CH:10][CH:11]=[CH:12][C:7]=2[C:3]([CH3:6])([CH3:4])[CH3:5])[CH2:14][CH2:15]1)(=[O:28])[CH3:27]. The yield is 0.790. (3) The reactants are [NH:1]1[CH:5]=[CH:4][CH:3]=[N:2]1.Br[C:7]1[C:16]2[C:11](=[CH:12][CH:13]=[C:14]([O:17][CH3:18])[CH:15]=2)[C:10]([OH:19])=[N:9][CH:8]=1. No catalyst specified. The product is [CH3:18][O:17][C:14]1[CH:15]=[C:16]2[C:11](=[CH:12][CH:13]=1)[C:10]([OH:19])=[N:9][CH:8]=[C:7]2[N:1]1[CH:5]=[CH:4][CH:3]=[N:2]1. The yield is 0.116.